This data is from Catalyst prediction with 721,799 reactions and 888 catalyst types from USPTO. The task is: Predict which catalyst facilitates the given reaction. (1) Reactant: [O:1]=[C:2]1[CH2:7][N:6]([CH2:8][CH2:9][N:10]([CH2:15][CH2:16][N:17]([CH2:22][C:23]([O:25]CC)=[O:24])[CH2:18][C:19]([OH:21])=[O:20])[CH2:11][C:12]([OH:14])=[O:13])[CH2:5][C:4](=[O:28])[O:3]1.C(N(CC)CC)C.[NH2:36][CH2:37][CH2:38][CH2:39][CH2:40][CH2:41][CH2:42][CH2:43][CH2:44][CH2:45][CH2:46][C:47]([OH:49])=[O:48]. Product: [C:19]([CH2:18][N:17]([CH2:16][CH2:15][N:10]([CH2:11][C:12]([OH:14])=[O:13])[CH2:9][CH2:8][N:6]([CH2:7][C:2](=[O:1])[NH:36][CH2:37][CH2:38][CH2:39][CH2:40][CH2:41][CH2:42][CH2:43][CH2:44][CH2:45][CH2:46][C:47]([OH:49])=[O:48])[CH2:5][C:4]([OH:28])=[O:3])[CH2:22][C:23]([OH:25])=[O:24])([OH:21])=[O:20]. The catalyst class is: 9. (2) Reactant: [C@@H:1]1([N:10]2[CH:17]=[CH:16][C:14](=[O:15])[NH:13][C:11]2=[O:12])[O:7][C@H:6]([CH2:8][OH:9])[C@@H:4]([OH:5])[C@@H:2]1[OH:3].[Br:18]N1C(=O)CCC1=O. Product: [C@@H:1]1([N:10]2[CH:17]=[C:16]([Br:18])[C:14](=[O:15])[NH:13][C:11]2=[O:12])[O:7][C@H:6]([CH2:8][OH:9])[C@@H:4]([OH:5])[C@@H:2]1[OH:3]. The catalyst class is: 9. (3) Reactant: Cl[S:2]([CH:5]1[CH2:10][CH2:9][N:8]([C:11]([O:13][CH2:14][C:15]2[CH:20]=[CH:19][CH:18]=[CH:17][CH:16]=2)=[O:12])[CH2:7][CH2:6]1)(=[O:4])=[O:3].[CH3:21][NH2:22]. Product: [CH3:21][NH:22][S:2]([CH:5]1[CH2:10][CH2:9][N:8]([C:11]([O:13][CH2:14][C:15]2[CH:20]=[CH:19][CH:18]=[CH:17][CH:16]=2)=[O:12])[CH2:7][CH2:6]1)(=[O:4])=[O:3]. The catalyst class is: 1. (4) Reactant: [C:1]1([CH:7](O)[CH2:8][CH3:9])[CH:6]=[CH:5][CH:4]=[CH:3][CH:2]=1.CCOCC. Product: [CH3:9][CH:8]=[CH:7][C:1]1[CH:6]=[CH:5][CH:4]=[CH:3][CH:2]=1. The catalyst class is: 11.